This data is from Full USPTO retrosynthesis dataset with 1.9M reactions from patents (1976-2016). The task is: Predict the reactants needed to synthesize the given product. (1) Given the product [Cl:1][C:2]1[CH:7]=[CH:6][CH:5]=[CH:4][C:3]=1[C:8]1([OH:14])[CH2:9][CH2:10][N:11]([CH2:26][CH2:27][CH:28]=[C:29]2[C:35]3[CH:36]=[CH:37][CH:38]=[N:39][C:34]=3[CH2:33][O:32][C:31]3[CH:40]=[CH:41][C:42]([C:44]([OH:47])([CH3:46])[CH3:45])=[CH:43][C:30]2=3)[CH2:12][CH2:13]1, predict the reactants needed to synthesize it. The reactants are: [Cl:1][C:2]1[CH:7]=[CH:6][CH:5]=[CH:4][C:3]=1[C:8]1([OH:14])[CH2:13][CH2:12][NH:11][CH2:10][CH2:9]1.N1C(C)=CC=CC=1C.[I-].[K+].Br[CH2:26][CH2:27][CH:28]=[C:29]1[C:35]2[CH:36]=[CH:37][CH:38]=[N:39][C:34]=2[CH2:33][O:32][C:31]2[CH:40]=[CH:41][C:42]([C:44]([OH:47])([CH3:46])[CH3:45])=[CH:43][C:30]1=2. (2) Given the product [ClH:35].[CH3:10][C:11]1([N:17]2[CH2:22][CH2:21][CH:20]([N:23]3[C:24]4[CH:29]=[C:28]([C:30]([F:32])([F:33])[F:31])[CH:27]=[CH:26][C:25]=4[O:34][C:36]3=[O:38])[CH2:19][CH2:18]2)[CH2:12][CH2:13][O:14][CH2:15][CH2:16]1, predict the reactants needed to synthesize it. The reactants are: CCN(C(C)C)C(C)C.[CH3:10][C:11]1([N:17]2[CH2:22][CH2:21][CH:20]([NH:23][C:24]3[CH:29]=[C:28]([C:30]([F:33])([F:32])[F:31])[CH:27]=[CH:26][C:25]=3[OH:34])[CH2:19][CH2:18]2)[CH2:16][CH2:15][O:14][CH2:13][CH2:12]1.[Cl:35][C:36](Cl)([O:38]C(=O)OC(Cl)(Cl)Cl)Cl. (3) Given the product [C:1]1([S:7]([NH:10][C:11]2[S:15][C:14]([C:16]3[CH:17]=[CH:18][CH:19]=[CH:30][CH:26]=3)=[CH:13][C:12]=2[C:20]([O:22][CH2:23][CH3:24])=[O:21])(=[O:9])=[O:8])[CH:6]=[CH:5][CH:4]=[CH:3][CH:2]=1, predict the reactants needed to synthesize it. The reactants are: [C:1]1([S:7]([NH:10][C:11]2[S:15][C:14]3[CH2:16][CH2:17][CH2:18][CH2:19][C:13]=3[C:12]=2[C:20]([O:22][CH2:23][CH3:24])=[O:21])(=[O:9])=[O:8])[CH:6]=[CH:5][CH:4]=[CH:3][CH:2]=1.N[C:26]1SC(C2C=CC=CC=2)=C[C:30]=1C(OCC)=O.C1(S(Cl)(=O)=O)C=CC=CC=1. (4) The reactants are: [C:1]([O:5][C:6]([NH:8][CH:9]([C:19]([OH:21])=[O:20])[CH2:10][O:11][CH2:12][CH2:13][O:14][CH2:15][CH2:16][O:17][CH3:18])=[O:7])([CH3:4])([CH3:3])[CH3:2]. Given the product [C:1]([O:5][C:6]([NH:8][C@H:9]([C:19]([OH:21])=[O:20])[CH2:10][O:11][CH2:12][CH2:13][O:14][CH2:15][CH2:16][O:17][CH3:18])=[O:7])([CH3:4])([CH3:2])[CH3:3], predict the reactants needed to synthesize it. (5) Given the product [NH2:2][C:3]1[C:4]2[C:14]([O:15][CH2:16][C:17]3([NH:23][C:24](=[O:31])[C:25]4[CH:30]=[CH:29][N:28]=[CH:27][CH:26]=4)[CH2:22][CH2:21][CH2:20][CH2:19][CH2:18]3)=[CH:13][CH:12]=[CH:11][C:5]=2[NH:6][S:7](=[O:10])(=[O:9])[N:8]=1, predict the reactants needed to synthesize it. The reactants are: Cl.[NH2:2][C:3]1[C:4]2[C:14]([O:15][CH2:16][C:17]3([NH2:23])[CH2:22][CH2:21][CH2:20][CH2:19][CH2:18]3)=[CH:13][CH:12]=[CH:11][C:5]=2[NH:6][S:7](=[O:10])(=[O:9])[N:8]=1.[C:24](O)(=[O:31])[C:25]1[CH:30]=[CH:29][N:28]=[CH:27][CH:26]=1. (6) Given the product [Cl:1][C:2]1[CH:7]=[CH:6][CH:5]=[C:4]([CH2:8][C:9]2[N:14]=[C:13]([Cl:36])[CH:12]=[C:11]([O:16][CH3:17])[N:10]=2)[C:3]=1[NH:18][S:19]([CH:22]([F:24])[F:23])(=[O:21])=[O:20], predict the reactants needed to synthesize it. The reactants are: [Cl:1][C:2]1[CH:7]=[CH:6][CH:5]=[C:4]([CH2:8][C:9]2[N:14]=[C:13](O)[CH:12]=[C:11]([O:16][CH3:17])[N:10]=2)[C:3]=1[NH:18][S:19]([CH:22]([F:24])[F:23])(=[O:21])=[O:20].CN(C)C1C=CC=CC=1.P(Cl)(Cl)([Cl:36])=O.O. (7) Given the product [Cl:11][C:4]1[CH:5]=[C:6]([O:10][CH2:23][CH:22]=[C:21]([Cl:25])[Cl:20])[CH:7]=[C:8]([Cl:9])[C:3]=1[CH2:2][OH:1], predict the reactants needed to synthesize it. The reactants are: [OH:1][CH2:2][C:3]1[C:8]([Cl:9])=[CH:7][C:6]([OH:10])=[CH:5][C:4]=1[Cl:11].C(=O)([O-])[O-].[K+].[K+].[I-].[K+].[Cl:20][C:21](Cl)([Cl:25])[CH2:22][CH2:23]Cl.